Dataset: Forward reaction prediction with 1.9M reactions from USPTO patents (1976-2016). Task: Predict the product of the given reaction. (1) Given the reactants [C:1]([O:5][C:6](=[O:26])[NH:7][C:8]1[CH:13]=[C:12]([O:14][C:15]2[CH:20]=[CH:19][C:18]([N+:21]([O-])=O)=[CH:17][N:16]=2)[C:11]([F:24])=[CH:10][C:9]=1[F:25])([CH3:4])([CH3:3])[CH3:2].O1CCCC1, predict the reaction product. The product is: [C:1]([O:5][C:6](=[O:26])[NH:7][C:8]1[CH:13]=[C:12]([O:14][C:15]2[CH:20]=[CH:19][C:18]([NH2:21])=[CH:17][N:16]=2)[C:11]([F:24])=[CH:10][C:9]=1[F:25])([CH3:4])([CH3:2])[CH3:3]. (2) Given the reactants [CH2:1]([O:5][CH:6]([O:8][NH:9][C:10]([C:12]1[S:16][C:15]2[CH:17]=[C:18]([CH:21]=O)[CH:19]=[CH:20][C:14]=2[CH:13]=1)=[O:11])[CH3:7])[CH:2]([CH3:4])[CH3:3].[CH:23]1([O:28][C:29](=[O:48])[C@@H:30]([NH:38][CH2:39][C:40]2[CH:45]=[CH:44][C:43]([CH2:46][NH2:47])=[CH:42][CH:41]=2)[CH2:31][C:32]2[CH:37]=[CH:36][CH:35]=[CH:34][CH:33]=2)[CH2:27][CH2:26][CH2:25][CH2:24]1.C(O[BH-](OC(=O)C)OC(=O)C)(=O)C.[Na+].C(=O)([O-])O.[Na+], predict the reaction product. The product is: [CH:23]1([O:28][C:29](=[O:48])[C@@H:30]([NH:38][CH2:39][C:40]2[CH:41]=[CH:42][C:43]([CH2:46][NH:47][CH2:21][C:18]3[CH:19]=[CH:20][C:14]4[CH:13]=[C:12]([C:10](=[O:11])[NH:9][O:8][CH:6]([O:5][CH2:1][CH:2]([CH3:3])[CH3:4])[CH3:7])[S:16][C:15]=4[CH:17]=3)=[CH:44][CH:45]=2)[CH2:31][C:32]2[CH:37]=[CH:36][CH:35]=[CH:34][CH:33]=2)[CH2:24][CH2:25][CH2:26][CH2:27]1. (3) Given the reactants [Cl:1][C:2]1[CH:3]=[C:4]([CH:15]=[CH:16][C:17]=1[Cl:18])[O:5][C:6]1[CH:11]=[CH:10][C:9]([CH2:12][OH:13])=[CH:8][C:7]=1[F:14].[H-].[Na+].Cl[C:22]1[CH:23]=[C:24]2[N:31]([CH3:32])[CH2:30][CH2:29][N:25]2[C:26](=[O:28])[N:27]=1, predict the reaction product. The product is: [Cl:1][C:2]1[CH:3]=[C:4]([CH:15]=[CH:16][C:17]=1[Cl:18])[O:5][C:6]1[CH:11]=[CH:10][C:9]([CH2:12][O:13][C:22]2[CH:23]=[C:24]3[N:31]([CH3:32])[CH2:30][CH2:29][N:25]3[C:26](=[O:28])[N:27]=2)=[CH:8][C:7]=1[F:14]. (4) Given the reactants Br[C:2]1[CH:3]=[C:4]([CH2:8][CH2:9][CH2:10][NH:11][C:12](=[O:18])[O:13][C:14]([CH3:17])([CH3:16])[CH3:15])[CH:5]=[CH:6][CH:7]=1.[CH:19]1([C:22]#[CH:23])[CH2:21][CH2:20]1.C1(C)C=CC=CC=1P(C1C=CC=CC=1C)C1C=CC=CC=1C, predict the reaction product. The product is: [CH:19]1([C:22]#[C:23][C:2]2[CH:3]=[C:4]([CH2:8][CH2:9][CH2:10][NH:11][C:12](=[O:18])[O:13][C:14]([CH3:17])([CH3:16])[CH3:15])[CH:5]=[CH:6][CH:7]=2)[CH2:21][CH2:20]1. (5) Given the reactants [CH:1]([N:4]1[CH2:9][CH2:8][NH:7][CH2:6][CH2:5]1)([CH3:3])[CH3:2].Cl[C:11]1[N:16]=[CH:15][C:14]([N+:17]([O-:19])=[O:18])=[CH:13][N:12]=1, predict the reaction product. The product is: [CH:1]([N:4]1[CH2:9][CH2:8][N:7]([C:11]2[N:16]=[CH:15][C:14]([N+:17]([O-:19])=[O:18])=[CH:13][N:12]=2)[CH2:6][CH2:5]1)([CH3:3])[CH3:2].